Dataset: Forward reaction prediction with 1.9M reactions from USPTO patents (1976-2016). Task: Predict the product of the given reaction. (1) Given the reactants CC1C=CC(S(O[CH2:12][C@H:13]2[O:18][C:17]3[CH:19]=[C:20]([S:23]([CH3:26])(=[O:25])=[O:24])[CH:21]=[CH:22][C:16]=3[O:15][CH2:14]2)(=O)=O)=CC=1.[CH2:27]([NH2:30])[CH2:28][CH3:29], predict the reaction product. The product is: [CH3:26][S:23]([C:20]1[CH:21]=[CH:22][C:16]2[O:15][CH2:14][C@@H:13]([CH2:12][NH:30][CH2:27][CH2:28][CH3:29])[O:18][C:17]=2[CH:19]=1)(=[O:24])=[O:25]. (2) Given the reactants [CH3:1][C:2]([CH3:22])([CH2:20][CH3:21])[C:3](=[O:19])[C:4]([CH:6]1[CH2:11][CH2:10][CH2:9][NH:8][N:7]1CC1C=CC=CC=1)=[O:5], predict the reaction product. The product is: [CH3:1][C:2]([CH3:22])([CH2:20][CH3:21])[C:3](=[O:19])[C:4]([CH:6]1[CH2:11][CH2:10][CH2:9][NH:8][NH:7]1)=[O:5]. (3) Given the reactants [CH3:1][C:2]1[CH:7]=[CH:6][CH:5]=[C:4]([CH3:8])[C:3]=1[CH2:9][NH:10][C:11]1[C:12]2[N:13]([C:26]([CH3:30])=[C:27]([CH3:29])[N:28]=2)[CH:14]=[C:15](B2OC(C)(C)C(C)(C)O2)[CH:16]=1.Br[C:32]1[N:37]=[C:36]([C:38]([O:40][CH3:41])=[O:39])[CH:35]=[CH:34][CH:33]=1.C(=O)([O-])[O-].[Cs+].[Cs+], predict the reaction product. The product is: [CH3:8][C:4]1[CH:5]=[CH:6][CH:7]=[C:2]([CH3:1])[C:3]=1[CH2:9][NH:10][C:11]1[C:12]2[N:13]([C:26]([CH3:30])=[C:27]([CH3:29])[N:28]=2)[CH:14]=[C:15]([C:32]2[N:37]=[C:36]([C:38]([O:40][CH3:41])=[O:39])[CH:35]=[CH:34][CH:33]=2)[CH:16]=1. (4) Given the reactants [NH2:1][C:2]1[N:3]([CH3:27])[C:4](=[O:26])[C:5]([C:18]2[CH:23]=[CH:22][C:21]([F:24])=[C:20](Br)[CH:19]=2)([C:7]2[CH:12]=[CH:11][C:10]([O:13][CH:14]([F:16])[F:15])=[C:9]([CH3:17])[CH:8]=2)[N:6]=1.[CH2:28]([O:31][CH3:32])[C:29]#[CH:30], predict the reaction product. The product is: [NH2:1][C:2]1[N:3]([CH3:27])[C:4](=[O:26])[C:5]([C:7]2[CH:12]=[CH:11][C:10]([O:13][CH:14]([F:16])[F:15])=[C:9]([CH3:17])[CH:8]=2)([C:18]2[CH:23]=[CH:22][C:21]([F:24])=[C:20]([C:30]#[C:29][CH2:28][O:31][CH3:32])[CH:19]=2)[N:6]=1. (5) Given the reactants [Cl:1][C:2]1[CH:3]=[C:4]2[C:10]([C:11]3[N:16]=[C:15]([NH:17][C@H:18]4[CH2:23][CH2:22][CH2:21][C@@H:20]([NH2:24])[CH2:19]4)[C:14]([F:25])=[CH:13][N:12]=3)=[CH:9][N:8](S(C3C=CC(C)=CC=3)(=O)=O)[C:5]2=[N:6][CH:7]=1.[CH3:36][O:37][CH2:38][CH:39]1[CH2:41][O:40]1.[Li+].[OH-], predict the reaction product. The product is: [Cl:1][C:2]1[CH:3]=[C:4]2[C:10]([C:11]3[N:16]=[C:15]([NH:17][C@H:18]4[CH2:23][CH2:22][CH2:21][C@@H:20]([NH:24][CH2:41][CH:39]([OH:40])[CH2:38][O:37][CH3:36])[CH2:19]4)[C:14]([F:25])=[CH:13][N:12]=3)=[CH:9][NH:8][C:5]2=[N:6][CH:7]=1.